The task is: Predict the product of the given reaction.. This data is from Forward reaction prediction with 1.9M reactions from USPTO patents (1976-2016). (1) Given the reactants [C:1]1([CH2:11][NH:12][C:13](=[O:20])[NH:14][O:15][CH2:16][C:17]([OH:19])=O)[C:10]2[C:5](=[CH:6][CH:7]=[CH:8][CH:9]=2)[CH:4]=[CH:3][CH:2]=1.[NH2:21][C@@H:22]([CH3:45])[C:23]([N:25]([CH2:35][C:36]1[C:37]2[CH:44]=[CH:43][CH:42]=[CH:41][C:38]=2[S:39][CH:40]=1)[C@@H:26]([CH3:34])[CH:27]([O:31][CH2:32][CH3:33])[O:28][CH2:29][CH3:30])=[O:24], predict the reaction product. The product is: [S:39]1[CH:40]=[C:36]([CH2:35][N:25]([C@@H:26]([CH3:34])[CH:27]([O:31][CH2:32][CH3:33])[O:28][CH2:29][CH3:30])[C:23](=[O:24])[C@@H:22]([NH:21][C:17](=[O:19])[CH2:16][O:15][NH:14][C:13]([NH:12][CH2:11][C:1]2[C:10]3[C:5](=[CH:6][CH:7]=[CH:8][CH:9]=3)[CH:4]=[CH:3][CH:2]=2)=[O:20])[CH3:45])[C:37]2[CH:44]=[CH:43][CH:42]=[CH:41][C:38]1=2. (2) Given the reactants S(Cl)([Cl:3])=O.[C:5]([OH:22])(=O)[CH2:6][CH2:7][CH2:8][CH2:9][CH2:10][CH2:11][CH2:12]/[CH:13]=[CH:14]\[CH2:15][CH2:16][CH2:17][CH2:18][CH2:19][CH3:20], predict the reaction product. The product is: [C:5]([Cl:3])(=[O:22])[CH2:6][CH2:7][CH2:8][CH2:9][CH2:10][CH2:11][CH2:12]/[CH:13]=[CH:14]\[CH2:15][CH2:16][CH2:17][CH2:18][CH2:19][CH3:20]. (3) Given the reactants C(Cl)(=O)C(Cl)=O.[F:7][C:8]([F:14])([F:13])[CH2:9][C:10](O)=[O:11].[N:15]1([C@H:21]2[CH2:24][C@H:23]([O:25][C:26]3[CH:31]=[CH:30][C:29]([C:32]4[S:33][C:34]5[CH2:35][NH:36][CH2:37][CH2:38][C:39]=5[N:40]=4)=[CH:28][CH:27]=3)[CH2:22]2)[CH2:20][CH2:19][CH2:18][CH2:17][CH2:16]1.C(N(CC)CC)C, predict the reaction product. The product is: [N:15]1([C@H:21]2[CH2:22][C@H:23]([O:25][C:26]3[CH:27]=[CH:28][C:29]([C:32]4[S:33][C:34]5[CH2:35][N:36]([C:10](=[O:11])[CH2:9][C:8]([F:14])([F:13])[F:7])[CH2:37][CH2:38][C:39]=5[N:40]=4)=[CH:30][CH:31]=3)[CH2:24]2)[CH2:20][CH2:19][CH2:18][CH2:17][CH2:16]1. (4) Given the reactants [CH:1]([CH:3]1[CH2:8][CH:7]2[CH2:9][CH:4]1[CH:5]=[CH:6]2)=[CH2:2].NC1C=CC=CC=1.[CH3:17][O:18][SiH:19]([O:22][CH3:23])[O:20][CH3:21], predict the reaction product. The product is: [CH:4]12[CH2:9][CH:7]([CH:6]=[CH:5]1)[CH2:8][CH:3]2[CH2:1][CH2:2][Si:19]([O:22][CH3:23])([O:20][CH3:21])[O:18][CH3:17]. (5) Given the reactants [CH:1]1([CH:7]([O:24][CH2:25][C:26]#[CH:27])[C:8](C2C=CC=CC=2)([C:12]2[CH:17]=[CH:16][CH:15]=[CH:14][CH:13]=2)[CH2:9][CH:10]=O)[CH2:6][CH2:5][CH2:4][CH2:3][CH2:2]1.[F:28][C:29]1[CH:34]=[CH:33][C:32]([N:35]2[CH2:40][CH2:39][NH:38][CH2:37][CH2:36]2)=[C:31]([O:41][CH3:42])[CH:30]=1, predict the reaction product. The product is: [CH:1]1([CH:7]([O:24][CH2:25][C:26]#[CH:27])[CH:8]([C:12]2[CH:13]=[CH:14][CH:15]=[CH:16][CH:17]=2)[CH2:9][CH2:10][N:38]2[CH2:37][CH2:36][N:35]([C:32]3[CH:33]=[CH:34][C:29]([F:28])=[CH:30][C:31]=3[O:41][CH3:42])[CH2:40][CH2:39]2)[CH2:2][CH2:3][CH2:4][CH2:5][CH2:6]1. (6) Given the reactants [OH-].[Li+].[CH3:3][O:4][C:5]1[CH:6]=[C:7]([C:13]2[CH:18]=[CH:17][C:16]([C:19]([NH:21][C@@H:22]([CH:27]3[CH2:32][CH2:31][CH2:30][CH2:29][CH2:28]3)[C:23]([O:25]C)=[O:24])=[O:20])=[C:15]([NH:33][C:34]([NH:36][C:37]3[C:42]([CH3:43])=[CH:41][C:40]([CH3:44])=[CH:39][C:38]=3[CH3:45])=[O:35])[CH:14]=2)[CH:8]=[CH:9][C:10]=1[O:11][CH3:12].CO.O, predict the reaction product. The product is: [CH3:3][O:4][C:5]1[CH:6]=[C:7]([C:13]2[CH:18]=[CH:17][C:16]([C:19]([NH:21][C@@H:22]([CH:27]3[CH2:28][CH2:29][CH2:30][CH2:31][CH2:32]3)[C:23]([OH:25])=[O:24])=[O:20])=[C:15]([NH:33][C:34]([NH:36][C:37]3[C:38]([CH3:45])=[CH:39][C:40]([CH3:44])=[CH:41][C:42]=3[CH3:43])=[O:35])[CH:14]=2)[CH:8]=[CH:9][C:10]=1[O:11][CH3:12]. (7) Given the reactants CC1C=CC(S([O:11][CH2:12][C@@H:13]2[CH2:17][O:16][C:15](=[O:18])[NH:14]2)(=O)=O)=CC=1.C([O-])([O-])=O.[Cs+].[Cs+].[C:25]1(O)[CH:30]=[CH:29][CH:28]=[CH:27][CH:26]=1, predict the reaction product. The product is: [O:11]([CH2:12][C@@H:13]1[CH2:17][O:16][C:15](=[O:18])[NH:14]1)[C:25]1[CH:30]=[CH:29][CH:28]=[CH:27][CH:26]=1. (8) Given the reactants [CH3:1][O:2][N:3]([CH3:27])[C:4]([C:6]1[C:7]([C:15]2[C:20]([O:21][CH3:22])=[CH:19][CH:18]=[CH:17][C:16]=2[O:23][CH2:24][O:25][CH3:26])=[CH:8][CH:9]=[C:10]([N+:12]([O-])=O)[CH:11]=1)=[O:5], predict the reaction product. The product is: [CH3:1][O:2][N:3]([CH3:27])[C:4]([C:6]1[C:7]([C:15]2[C:20]([O:21][CH3:22])=[CH:19][CH:18]=[CH:17][C:16]=2[O:23][CH2:24][O:25][CH3:26])=[CH:8][CH:9]=[C:10]([NH2:12])[CH:11]=1)=[O:5]. (9) Given the reactants O[CH2:2][CH2:3][NH:4][CH2:5][C:6]([NH:8][C:9]1[CH:14]=[CH:13][CH:12]=[CH:11][N:10]=1)=[O:7].C(P(CCCC)CCCC)CCC.CC(OC(/N=N/C(OC(C)(C)C)=O)=O)(C)C.Cl, predict the reaction product. The product is: [N:10]1[CH:11]=[CH:12][CH:13]=[CH:14][C:9]=1[N:8]1[CH2:2][CH2:3][NH:4][CH2:5][C:6]1=[O:7]. (10) Given the reactants [CH3:1][C:2]1[CH:7]=[CH:6][CH:5]=[CH:4][C:3]=1[SH:8].[OH-].[K+].Br[C:12]([CH3:21])([CH3:20])[C:13]([O:15][C:16]([CH3:19])([CH3:18])[CH3:17])=[O:14], predict the reaction product. The product is: [CH3:20][C:12]([S:8][C:3]1[CH:4]=[CH:5][CH:6]=[CH:7][C:2]=1[CH3:1])([CH3:21])[C:13]([O:15][C:16]([CH3:19])([CH3:18])[CH3:17])=[O:14].